Dataset: Clinical trial toxicity outcomes and FDA approval status for drugs. Task: Regression/Classification. Given a drug SMILES string, predict its toxicity properties. Task type varies by dataset: regression for continuous values (e.g., LD50, hERG inhibition percentage) or binary classification for toxic/non-toxic outcomes (e.g., AMES mutagenicity, cardiotoxicity, hepatotoxicity). Dataset: clintox. (1) The compound is C[N+](C)(C)CCOC(N)=O. The result is 0 (passed clinical trial). (2) The drug is Clc1ccc(COC(Cn2ccnc2)c2ccc(Cl)cc2Cl)c(Cl)c1. The result is 0 (passed clinical trial). (3) The drug is CNC(=O)c1cnn(-c2nc(N)c3ncn([C@@H]4O[C@H](CO)[C@@H](O)[C@H]4O)c3n2)c1. The result is 0 (passed clinical trial). (4) The molecule is O=C1CC2(CCCC2)CC(=O)N1CCCC[NH+]1CCN(c2ncccn2)CC1. The result is 0 (passed clinical trial). (5) The drug is Cc1cccc(Nc2ccccc2C(=O)[O-])c1C. The result is 0 (passed clinical trial). (6) The drug is O=C([O-])CCC(=O)OC[C@@H](NC(=O)[C-](Cl)Cl)[C@H](O)c1ccc([N+](=O)[O-])cc1. The result is 0 (passed clinical trial).